From a dataset of Full USPTO retrosynthesis dataset with 1.9M reactions from patents (1976-2016). Predict the reactants needed to synthesize the given product. (1) Given the product [C:6]1([C:12]2[S:13][CH:14]=[C:15]([C:21]#[C:20][CH2:19][CH2:18][N:22]3[C:26](=[O:27])[C:25]4[C:24](=[CH:31][CH:30]=[CH:29][CH:28]=4)[C:23]3=[O:32])[N:16]=2)[CH:11]=[CH:10][CH:9]=[CH:8][CH:7]=1, predict the reactants needed to synthesize it. The reactants are: O1CCCC1.[C:6]1([C:12]2[S:13][CH:14]=[C:15](Br)[N:16]=2)[CH:11]=[CH:10][CH:9]=[CH:8][CH:7]=1.[CH2:18]([N:22]1[C:26](=[O:27])[C:25]2=[CH:28][CH:29]=[CH:30][CH:31]=[C:24]2[C:23]1=[O:32])[CH2:19][C:20]#[CH:21]. (2) Given the product [CH2:1]([N:4]1[CH2:9][CH2:8][N:7]([CH2:10][CH2:11][CH2:12][O:13][C:14]2[CH:23]=[C:22]3[C:17]([C:18]([O:27][C:28]4[CH:29]=[C:30]5[C:34](=[N:35][CH:36]=4)[NH:33][CH:32]=[CH:31]5)=[N:19][CH:20]=[N:21]3)=[CH:16][C:15]=2[O:25][CH3:26])[CH2:6][CH2:5]1)[CH:2]=[CH2:3], predict the reactants needed to synthesize it. The reactants are: [CH2:1]([N:4]1[CH2:9][CH2:8][N:7]([CH2:10][CH2:11][CH2:12][O:13][C:14]2[CH:23]=[C:22]3[C:17]([C:18](Cl)=[N:19][CH:20]=[N:21]3)=[CH:16][C:15]=2[O:25][CH3:26])[CH2:6][CH2:5]1)[CH:2]=[CH2:3].[OH:27][C:28]1[CH:29]=[C:30]2[C:34](=[N:35][CH:36]=1)[NH:33][CH:32]=[CH:31]2.C(=O)([O-])[O-].[K+].[K+]. (3) Given the product [CH2:1]([O:3][CH2:4][CH2:5][S:6][C:7]1[CH:8]=[C:9]([CH3:14])[C:10]([Br:15])=[C:11]([CH3:13])[CH:12]=1)[CH3:2], predict the reactants needed to synthesize it. The reactants are: [CH2:1]([O:3][CH2:4][CH2:5][S:6][C:7]1[CH:12]=[C:11]([CH3:13])[CH:10]=[C:9]([CH3:14])[CH:8]=1)[CH3:2].[Br:15]Br.O. (4) Given the product [F:39][C:18]([F:17])([F:38])[C:19]1[CH:33]=[C:32]([C:34]([F:37])([F:36])[F:35])[CH:31]=[CH:30][C:20]=1[CH2:21][N:22]1[CH2:27][CH2:26][CH:25](/[CH:28]=[C:10]2/[C:6]([NH:5][C@H:4]([C:3]([N:2]([CH3:1])[CH3:16])=[O:15])[CH2:12][O:13][CH3:14])=[N:7][C:8](=[O:11])[S:9]/2)[CH2:24][CH2:23]1, predict the reactants needed to synthesize it. The reactants are: [CH3:1][N:2]([CH3:16])[C:3](=[O:15])[C@H:4]([CH2:12][O:13][CH3:14])[NH:5][C:6]1[CH2:10][S:9][C:8](=[O:11])[N:7]=1.[F:17][C:18]([F:39])([F:38])[C:19]1[CH:33]=[C:32]([C:34]([F:37])([F:36])[F:35])[CH:31]=[CH:30][C:20]=1[CH2:21][N:22]1[CH2:27][CH2:26][CH:25]([CH:28]=O)[CH2:24][CH2:23]1.C([O-])(=O)C.[NH2+]1CCCCC1.